Dataset: Forward reaction prediction with 1.9M reactions from USPTO patents (1976-2016). Task: Predict the product of the given reaction. (1) The product is: [O:34]1[CH2:35][CH2:36][CH2:37][CH2:38][CH:33]1[O:32][C@@H:14]1[CH2:15][C@@H:16]2[O:17][CH2:18][C@@H:19]([CH2:23][CH2:24][CH2:25][C:26]([O:28][CH:29]([CH3:31])[CH3:30])=[O:27])[CH2:20][CH2:21][C@@H:22]2[C@H:13]1[CH:11]=[CH2:1]. Given the reactants [CH3:1][Si](C)(C)N[Si](C)(C)C.[Na].[CH:11]([C@@H:13]1[C@@H:22]2[C@@H:16]([O:17][CH2:18][C@@H:19]([CH2:23][CH2:24][CH2:25][C:26]([O:28][CH:29]([CH3:31])[CH3:30])=[O:27])[CH2:20][CH2:21]2)[CH2:15][C@H:14]1[O:32][CH:33]1[CH2:38][CH2:37][CH2:36][CH2:35][O:34]1)=O.Cl, predict the reaction product. (2) Given the reactants Cl[C:2]1[N:7]=[C:6]([Cl:8])[N:5]=[C:4]([Cl:9])[N:3]=1.[OH-].[NH4+:11], predict the reaction product. The product is: [NH2:11][C:2]1[N:7]=[C:6]([Cl:8])[N:5]=[C:4]([Cl:9])[N:3]=1. (3) The product is: [C:31]([C:30]1[CH:34]=[CH:35][C:27]([N:26]2[C:12]([C:13]3[CH:18]=[CH:17][C:16]([N:19]4[CH2:23][CH2:22][O:21][C:20]4=[O:24])=[CH:15][CH:14]=3)=[CH:11][CH:10]=[C:2]2[CH2:3][CH2:4][C:5]([O:7][CH2:8][CH3:9])=[O:6])=[C:28]([CH3:36])[CH:29]=1)(=[O:32])[NH2:33]. Given the reactants O=[C:2]([CH2:10][CH2:11][C:12](=O)[C:13]1[CH:18]=[CH:17][C:16]([N:19]2[CH2:23][CH2:22][O:21][C:20]2=[O:24])=[CH:15][CH:14]=1)[CH2:3][CH2:4][C:5]([O:7][CH2:8][CH3:9])=[O:6].[NH2:26][C:27]1[CH:35]=[CH:34][C:30]([C:31]([NH2:33])=[O:32])=[CH:29][C:28]=1[CH3:36], predict the reaction product. (4) Given the reactants [Cl:1][C:2]1[C:3]([N:10]([CH2:22][CH3:23])[CH2:11][CH:12]2[CH2:14][CH:13]2[C:15]2[CH:20]=[CH:19][C:18]([F:21])=[CH:17][CH:16]=2)=[CH:4][N:5]=[N:6][C:7]=1[NH:8][NH2:9].[CH:24]1([CH2:27][C:28](Cl)=[O:29])[CH2:26][CH2:25]1.C(=O)(O)[O-].[Na+], predict the reaction product. The product is: [Cl:1][C:2]1[C:3]([N:10]([CH2:22][CH3:23])[CH2:11][CH:12]2[CH2:14][CH:13]2[C:15]2[CH:16]=[CH:17][C:18]([F:21])=[CH:19][CH:20]=2)=[CH:4][N:5]=[N:6][C:7]=1[NH:8][NH:9][C:28](=[O:29])[CH2:27][CH:24]1[CH2:26][CH2:25]1. (5) Given the reactants [C:1]([CH2:3][C:4](OCC)=O)#[N:2].[OH-].[K+].ClC1[CH:13]=[CH:14][C:15]([N+:19]([O-:21])=[O:20])=[C:16]([CH3:18])[CH:17]=1.Cl, predict the reaction product. The product is: [CH3:18][C:16]1[CH:17]=[C:4]([CH2:3][C:1]#[N:2])[CH:13]=[CH:14][C:15]=1[N+:19]([O-:21])=[O:20]. (6) Given the reactants [CH3:1][O:2][C:3]1[CH:17]=[CH:16][C:6]([C:7]([CH2:9][C:10](=[O:15])[C:11]([O:13]C)=O)=[O:8])=[CH:5][CH:4]=1.[O:18]1[CH:22]=[CH:21][C:20]([C:23]2[CH:29]=[CH:28][C:26]([NH2:27])=[CH:25][CH:24]=2)=[N:19]1.[F:30][C:31]1[CH:32]=[C:33]([CH:36]=[CH:37][CH:38]=1)[CH:34]=O.C(OCC)C, predict the reaction product. The product is: [F:30][C:31]1[CH:32]=[C:33]([CH:34]2[N:27]([C:26]3[CH:28]=[CH:29][C:23]([C:20]4[CH:21]=[CH:22][O:18][N:19]=4)=[CH:24][CH:25]=3)[C:11](=[O:13])[C:10]([OH:15])=[C:9]2[C:7](=[O:8])[C:6]2[CH:5]=[CH:4][C:3]([O:2][CH3:1])=[CH:17][CH:16]=2)[CH:36]=[CH:37][CH:38]=1. (7) Given the reactants [F:1][C:2]1[CH:3]=[CH:4][C:5]([O:26][CH2:27][C:28]2[CH:33]=[C:32]([CH3:34])[CH:31]=[CH:30][N:29]=2)=[C:6]([C:8]2[CH:25]=[CH:24][C:11]3[CH2:12][CH2:13][N:14](C(OC(C)(C)C)=O)[CH2:15][CH2:16][C:10]=3[CH:9]=2)[CH:7]=1.Cl, predict the reaction product. The product is: [F:1][C:2]1[CH:3]=[CH:4][C:5]([O:26][CH2:27][C:28]2[CH:33]=[C:32]([CH3:34])[CH:31]=[CH:30][N:29]=2)=[C:6]([C:8]2[CH:25]=[CH:24][C:11]3[CH2:12][CH2:13][NH:14][CH2:15][CH2:16][C:10]=3[CH:9]=2)[CH:7]=1.